From a dataset of Catalyst prediction with 721,799 reactions and 888 catalyst types from USPTO. Predict which catalyst facilitates the given reaction. (1) Reactant: C([O:5][C:6](=[O:40])[CH2:7][CH:8]1[C:14]2[CH:15]=[CH:16][CH:17]=[CH:18][C:13]=2[N:12]([CH2:19][CH2:20][CH2:21][CH2:22][C:23]2[CH:28]=[CH:27][C:26]([NH:29][C:30]3[NH:34][C:33]4[CH:35]=[CH:36][CH:37]=[CH:38][C:32]=4[N:31]=3)=[CH:25][CH:24]=2)[C:11](=[O:39])[CH2:10][CH2:9]1)(C)(C)C. Product: [NH:31]1[C:32]2[CH:38]=[CH:37][CH:36]=[CH:35][C:33]=2[N:34]=[C:30]1[NH:29][C:26]1[CH:27]=[CH:28][C:23]([CH2:22][CH2:21][CH2:20][CH2:19][N:12]2[C:13]3[CH:18]=[CH:17][CH:16]=[CH:15][C:14]=3[CH:8]([CH2:7][C:6]([OH:40])=[O:5])[CH2:9][CH2:10][C:11]2=[O:39])=[CH:24][CH:25]=1. The catalyst class is: 67. (2) Reactant: C([N:3](CC)CC)C.[Al+3].[Cl-].[Cl-].[Cl-].[N+]([C:15]1[CH:24]=[C:23]2[C:18]([CH2:19][O:20][C:21]2=[O:22])=[CH:17][CH:16]=1)([O-])=O.CCOC(C)=O. Product: [OH:20][CH2:19][C:18]1[CH:17]=[CH:16][CH:15]=[CH:24][C:23]=1[C:21]([NH2:3])=[O:22]. The catalyst class is: 26. (3) Reactant: C(N(CC)CC)C.Cl.[CH:9]([N:22]1[CH2:25][C:24]([CH3:27])([OH:26])[CH2:23]1)([C:16]1[CH:21]=[CH:20][CH:19]=[CH:18][CH:17]=1)[C:10]1[CH:15]=[CH:14][CH:13]=[CH:12][CH:11]=1.[CH3:28][S:29](Cl)(=[O:31])=[O:30]. Product: [CH:9]([N:22]1[CH2:25][C:24]([O:26][S:29]([CH3:28])(=[O:31])=[O:30])([CH3:27])[CH2:23]1)([C:16]1[CH:21]=[CH:20][CH:19]=[CH:18][CH:17]=1)[C:10]1[CH:11]=[CH:12][CH:13]=[CH:14][CH:15]=1. The catalyst class is: 4. (4) Reactant: [F:1][C:2]1[C:3]([C:25]2[N:29]([CH:30]3[CH2:35][CH2:34][O:33][CH2:32][CH2:31]3)[C:28]([CH:36]=O)=[N:27][CH:26]=2)=[N:4][C:5]([NH:8][C:9]2[CH:14]=[CH:13][C:12]([S:15]([N:18]3[CH2:23][CH2:22][N:21]([CH3:24])[CH2:20][CH2:19]3)(=[O:17])=[O:16])=[CH:11][CH:10]=2)=[N:6][CH:7]=1.[NH2:38]O.Cl. Product: [F:1][C:2]1[C:3]([CH:25]2[N:29]([CH:30]3[CH2:31][CH2:32][O:33][CH2:34][CH2:35]3)[C:28]([C:36]#[N:38])=[N:27][CH2:26]2)=[N:4][C:5]([NH:8][C:9]2[CH:14]=[CH:13][C:12]([S:15]([N:18]3[CH2:23][CH2:22][N:21]([CH3:24])[CH2:20][CH2:19]3)(=[O:17])=[O:16])=[CH:11][CH:10]=2)=[N:6][CH:7]=1. The catalyst class is: 106. (5) Reactant: [CH3:1][C:2]([NH2:5])([CH3:4])[CH3:3].[CH3:6][O:7][C:8]1[CH:13]=[CH:12][C:11]([C:14]2[N:19]=[C:18]([C:20]([NH:22][S:23]([CH3:26])(=[O:25])=[O:24])=[O:21])[CH:17]=[C:16]([CH3:27])[CH:15]=2)=[C:10]([CH3:28])[C:9]=1[CH:29]1[C:42]2[C:41](=[O:43])[CH2:40][C:39]([CH3:45])([CH3:44])[CH2:38][C:37]=2[O:36][C:35]2[CH2:34][C:33]([CH3:47])([CH3:46])[CH2:32][C:31](=[O:48])[C:30]1=2.C(OCC)C. The catalyst class is: 8. Product: [CH3:1][C:2]([NH2:5])([CH3:4])[CH3:3].[CH3:6][O:7][C:8]1[CH:13]=[CH:12][C:11]([C:14]2[N:19]=[C:18]([C:20]([NH:22][S:23]([CH3:26])(=[O:25])=[O:24])=[O:21])[CH:17]=[C:16]([CH3:27])[CH:15]=2)=[C:10]([CH3:28])[C:9]=1[CH:29]1[C:42]2[C:41](=[O:43])[CH2:40][C:39]([CH3:44])([CH3:45])[CH2:38][C:37]=2[O:36][C:35]2[CH2:34][C:33]([CH3:47])([CH3:46])[CH2:32][C:31](=[O:48])[C:30]1=2. (6) Reactant: [Cl:1][C:2]1[CH:15]=[C:14]([N+:16]([O-])=O)[CH:13]=[CH:12][C:3]=1[O:4][CH2:5][C:6]1[CH:11]=[CH:10][CH:9]=[CH:8][N:7]=1.C(OCC)(=O)C. Product: [Cl:1][C:2]1[CH:15]=[C:14]([NH2:16])[CH:13]=[CH:12][C:3]=1[O:4][CH2:5][C:6]1[CH:11]=[CH:10][CH:9]=[CH:8][N:7]=1. The catalyst class is: 180.